Predict the product of the given reaction. From a dataset of Forward reaction prediction with 1.9M reactions from USPTO patents (1976-2016). (1) Given the reactants O[CH2:2]/[CH:3]=[CH:4]/[C:5]1[CH:13]=[CH:12][CH:11]=[C:10]2[C:6]=1[CH:7]=[CH:8][N:9]2[C:14]([O:16][C:17]([CH3:20])([CH3:19])[CH3:18])=[O:15].CS([Cl:25])(=O)=O, predict the reaction product. The product is: [Cl:25][CH2:2]/[CH:3]=[CH:4]/[C:5]1[CH:13]=[CH:12][CH:11]=[C:10]2[C:6]=1[CH:7]=[CH:8][N:9]2[C:14]([O:16][C:17]([CH3:20])([CH3:19])[CH3:18])=[O:15]. (2) The product is: [OH:41][CH2:42][CH2:43][CH2:44][C:45]1[CH:50]=[CH:49][C:48]([C:9]2[CH:14]=[CH:13][C:12]([S:15]([C:18]3[CH:19]=[C:20]4[C:25](=[C:26]([CH3:28])[CH:27]=3)[N:24]=[CH:23][C:22]([C:29]([NH2:31])=[O:30])=[C:21]4[NH:32][C:33]3[CH:38]=[CH:37][CH:36]=[C:35]([O:39][CH3:40])[CH:34]=3)(=[O:16])=[O:17])=[CH:11][CH:10]=2)=[CH:47][CH:46]=1. Given the reactants OCC1C=CC([C:9]2[CH:14]=[CH:13][C:12]([S:15]([C:18]3[CH:19]=[C:20]4[C:25](=[C:26]([CH3:28])[CH:27]=3)[N:24]=[CH:23][C:22]([C:29]([NH2:31])=[O:30])=[C:21]4[NH:32][C:33]3[CH:38]=[CH:37][CH:36]=[C:35]([O:39][CH3:40])[CH:34]=3)(=[O:17])=[O:16])=[CH:11][CH:10]=2)=CC=1.[OH:41][CH2:42][CH2:43][CH2:44][C:45]1[CH:50]=[CH:49][C:48](B(O)O)=[CH:47][CH:46]=1, predict the reaction product. (3) The product is: [CH3:16][O:17][C:18]1[CH:25]=[C:24]([O:26][CH3:27])[C:23]([C:28]2[N:29]([CH3:37])[C:30]3[C:35]([CH:36]=2)=[CH:34][CH:33]=[CH:32][CH:31]=3)=[CH:22][C:19]=1/[CH:20]=[CH:2]/[C:1]([C:4]1[CH:5]=[CH:6][C:7]([S:10]([NH:13][O:14][CH3:15])(=[O:12])=[O:11])=[CH:8][CH:9]=1)=[O:3]. Given the reactants [C:1]([C:4]1[CH:9]=[CH:8][C:7]([S:10]([NH:13][O:14][CH3:15])(=[O:12])=[O:11])=[CH:6][CH:5]=1)(=[O:3])[CH3:2].[CH3:16][O:17][C:18]1[CH:25]=[C:24]([O:26][CH3:27])[C:23]([C:28]2[N:29]([CH3:37])[C:30]3[C:35]([CH:36]=2)=[CH:34][CH:33]=[CH:32][CH:31]=3)=[CH:22][C:19]=1[CH:20]=O, predict the reaction product. (4) Given the reactants [Li][CH2:2][CH2:3][CH2:4][CH3:5].Br[C:7]1[CH:12]=[CH:11][CH:10]=[CH:9][C:8]=1Br.C1C[O:17][CH2:16][CH2:15]1, predict the reaction product. The product is: [CH:2]1[C:15]2[C:8]3[CH:9]=[CH:10][CH:11]=[CH:12][C:7]=3[O:17][C:16]=2[CH:5]=[CH:4][CH:3]=1. (5) Given the reactants [CH:1]1([O:7][C:8]2[N:13]=[CH:12][N:11]=[C:10]([C:14]([O:16]C3CCCCC3)=[O:15])[CH:9]=2)[CH2:6][CH2:5][CH2:4][CH2:3][CH2:2]1.[OH-].[Na+], predict the reaction product. The product is: [CH:1]1([O:7][C:8]2[N:13]=[CH:12][N:11]=[C:10]([C:14]([OH:16])=[O:15])[CH:9]=2)[CH2:2][CH2:3][CH2:4][CH2:5][CH2:6]1. (6) Given the reactants [C:1]1([C:7]2[C:11]([C:12]([F:15])([F:14])[F:13])=[C:10]([C:16]3[C:20]4[CH2:21][O:22][C:23]5[CH:24]=[C:25]([CH2:29][OH:30])[CH:26]=[CH:27][C:28]=5[C:19]=4[O:18][N:17]=3)[O:9][N:8]=2)[CH:6]=[CH:5][CH:4]=[CH:3][CH:2]=1.CC(OI1(OC(C)=O)(OC(C)=O)OC(=O)C2C=CC=CC1=2)=O, predict the reaction product. The product is: [C:1]1([C:7]2[C:11]([C:12]([F:15])([F:14])[F:13])=[C:10]([C:16]3[C:20]4[CH2:21][O:22][C:23]5[CH:24]=[C:25]([CH:29]=[O:30])[CH:26]=[CH:27][C:28]=5[C:19]=4[O:18][N:17]=3)[O:9][N:8]=2)[CH:6]=[CH:5][CH:4]=[CH:3][CH:2]=1.